From a dataset of Catalyst prediction with 721,799 reactions and 888 catalyst types from USPTO. Predict which catalyst facilitates the given reaction. Reactant: COP([C:7]1[C:16]2[C:11](=[CH:12][CH:13]=[CH:14][CH:15]=2)[C:10](=[O:17])NN=1)(=O)OC.[N+:18]([C:21]1[CH:22]=[C:23]([CH:26]=O)[S:24][CH:25]=1)([O-:20])=[O:19].C(N(CC)CC)C.C1C[O:38]CC1. Product: [N+:18]([C:21]1[CH:22]=[C:23]([CH:26]=[C:10]2[C:11]3[C:16](=[CH:15][CH:14]=[CH:13][CH:12]=3)[C:7](=[O:38])[O:17]2)[S:24][CH:25]=1)([O-:20])=[O:19]. The catalyst class is: 6.